Dataset: Reaction yield outcomes from USPTO patents with 853,638 reactions. Task: Predict the reaction yield, written as a fraction of the theoretical maximum amount of product (1.0 means a 100% yield; for example, 0.34 means a 34% yield). The reactants are [OH-].[Na+].[CH:3]12[CH2:12][CH:7]3[CH2:8][CH:9]([CH2:11][CH:5]([CH2:6]3)[CH:4]1[NH:13][C:14]([C:16]1[CH:17]=[N:18][N:19]([C:25]3[CH:34]=[CH:33][C:28]([C:29]([O:31]C)=[O:30])=[CH:27][CH:26]=3)[C:20]=1[C:21]([CH3:24])([CH3:23])[CH3:22])=[O:15])[CH2:10]2. The catalyst is CO. The product is [CH:3]12[CH2:10][CH:9]3[CH2:8][CH:7]([CH2:6][CH:5]([CH2:11]3)[CH:4]1[NH:13][C:14]([C:16]1[CH:17]=[N:18][N:19]([C:25]3[CH:34]=[CH:33][C:28]([C:29]([OH:31])=[O:30])=[CH:27][CH:26]=3)[C:20]=1[C:21]([CH3:23])([CH3:24])[CH3:22])=[O:15])[CH2:12]2. The yield is 0.800.